From a dataset of Forward reaction prediction with 1.9M reactions from USPTO patents (1976-2016). Predict the product of the given reaction. (1) Given the reactants [C:1]([N:4]1[C:13]2[C:8](=[CH:9][C:10]([C:14]3[CH:19]=[CH:18][C:17]([CH2:20][N:21]4[CH2:26][CH2:25][CH2:24][CH2:23][CH2:22]4)=[CH:16][CH:15]=3)=[CH:11][CH:12]=2)[C@H:7]([NH2:27])[CH2:6][C@@H:5]1[CH3:28])(=[O:3])[CH3:2].Cl[C:30]1[CH:35]=[CH:34][C:33]([F:36])=[CH:32][N:31]=1.CC(C)([O-])C.[Na+].C1C=CC(P(C2C(C3C(P(C4C=CC=CC=4)C4C=CC=CC=4)=CC=C4C=3C=CC=C4)=C3C(C=CC=C3)=CC=2)C2C=CC=CC=2)=CC=1, predict the reaction product. The product is: [C:1]([N:4]1[C:13]2[C:8](=[CH:9][C:10]([C:14]3[CH:19]=[CH:18][C:17]([CH2:20][N:21]4[CH2:26][CH2:25][CH2:24][CH2:23][CH2:22]4)=[CH:16][CH:15]=3)=[CH:11][CH:12]=2)[C@H:7]([NH:27][C:30]2[CH:35]=[CH:34][C:33]([F:36])=[CH:32][N:31]=2)[CH2:6][C@@H:5]1[CH3:28])(=[O:3])[CH3:2]. (2) Given the reactants [CH2:1]([N:4]([CH2:12][CH2:13][C:14]1[CH:19]=[CH:18][C:17]([C:20]2[N:24]=[CH:23][N:22]([C:25]3[CH:30]=[CH:29][C:28]([O:31][C:32]([F:35])([F:34])[F:33])=[CH:27][CH:26]=3)[N:21]=2)=[CH:16][CH:15]=1)C(=O)OC(C)(C)C)[CH:2]=[CH2:3].C(=O)(O)[O-].[Na+], predict the reaction product. The product is: [F:35][C:32]([F:33])([F:34])[O:31][C:28]1[CH:27]=[CH:26][C:25]([N:22]2[CH:23]=[N:24][C:20]([C:17]3[CH:18]=[CH:19][C:14]([CH2:13][CH2:12][NH:4][CH2:1][CH:2]=[CH2:3])=[CH:15][CH:16]=3)=[N:21]2)=[CH:30][CH:29]=1. (3) Given the reactants [F:1][C:2]([F:22])([F:21])[C:3]1[CH:20]=[CH:19][C:6]([CH2:7][O:8][N:9]=[C:10]([C:12]2[CH:17]=[CH:16][C:15]([OH:18])=[CH:14][CH:13]=2)[CH3:11])=[CH:5][CH:4]=1.C(=O)([O-])[O-].[Cs+].[Cs+].Br[CH2:30][C:31]#[N:32].O, predict the reaction product. The product is: [F:1][C:2]([F:21])([F:22])[C:3]1[CH:20]=[CH:19][C:6]([CH2:7][O:8][N:9]=[C:10]([C:12]2[CH:17]=[CH:16][C:15]([O:18][CH2:30][C:31]#[N:32])=[CH:14][CH:13]=2)[CH3:11])=[CH:5][CH:4]=1. (4) Given the reactants [NH2:1][C@@H:2]([C:13]([NH:15][C@H:16]([C:27]([O:29][CH3:30])=[O:28])[CH2:17][C:18]1[CH:23]=[CH:22][C:21]([N+:24]([O-])=O)=[CH:20][CH:19]=1)=[O:14])[CH2:3][C:4]1[CH:9]=[CH:8][C:7]([N+:10]([O-])=O)=[CH:6][CH:5]=1, predict the reaction product. The product is: [NH2:1][C@@H:2]([C:13]([NH:15][C@H:16]([C:27]([O:29][CH3:30])=[O:28])[CH2:17][C:18]1[CH:19]=[CH:20][C:21]([NH2:24])=[CH:22][CH:23]=1)=[O:14])[CH2:3][C:4]1[CH:9]=[CH:8][C:7]([NH2:10])=[CH:6][CH:5]=1. (5) Given the reactants [C:1]([C:3]1[CH:8]=[CH:7][CH:6]=[CH:5][C:4]=1[F:9])#[CH:2].I[CH3:11].[N-:12]=[N+:13]=[N-:14].[Na+], predict the reaction product. The product is: [F:9][C:4]1[CH:5]=[CH:6][CH:7]=[CH:8][C:3]=1[C:1]1[N:12]=[N:13][N:14]([CH3:11])[CH:2]=1.